Dataset: NCI-60 drug combinations with 297,098 pairs across 59 cell lines. Task: Regression. Given two drug SMILES strings and cell line genomic features, predict the synergy score measuring deviation from expected non-interaction effect. Drug 1: CC12CCC(CC1=CCC3C2CCC4(C3CC=C4C5=CN=CC=C5)C)O. Drug 2: C(CC(=O)O)C(=O)CN.Cl. Cell line: LOX IMVI. Synergy scores: CSS=10.3, Synergy_ZIP=-11.4, Synergy_Bliss=-15.5, Synergy_Loewe=-14.5, Synergy_HSA=-11.2.